This data is from Forward reaction prediction with 1.9M reactions from USPTO patents (1976-2016). The task is: Predict the product of the given reaction. (1) Given the reactants Br[C:2]1[CH:3]=[CH:4][C:5]([CH3:11])=[C:6]([CH:10]=1)[C:7]([NH2:9])=[O:8].C1(P(C2C=CC=CC=2)C2C=CC=CC=2)C=CC=CC=1.C(N(CC)CC)C.[CH3:38][Si:39]([C:42]#[CH:43])([CH3:41])[CH3:40], predict the reaction product. The product is: [CH3:11][C:5]1[CH:4]=[CH:3][C:2]([C:43]#[C:42][Si:39]([CH3:41])([CH3:40])[CH3:38])=[CH:10][C:6]=1[C:7]([NH2:9])=[O:8]. (2) Given the reactants C(OC([N:8]1[CH2:13][CH2:12][CH:11]([O:14][C:15]2[CH:20]=[CH:19][C:18]([NH:21][C:22]3[C:32]4[CH:31]=[C:30]([C:33]([O:35][CH3:36])=[O:34])[CH2:29][CH2:28][NH:27][C:26]=4[N:25]=[CH:24][N:23]=3)=[CH:17][C:16]=2[Cl:37])[CH2:10][CH2:9]1)=O)(C)(C)C.FC(F)(F)C(O)=O, predict the reaction product. The product is: [Cl:37][C:16]1[CH:17]=[C:18]([NH:21][C:22]2[C:32]3[CH:31]=[C:30]([C:33]([O:35][CH3:36])=[O:34])[CH2:29][CH2:28][NH:27][C:26]=3[N:25]=[CH:24][N:23]=2)[CH:19]=[CH:20][C:15]=1[O:14][CH:11]1[CH2:10][CH2:9][NH:8][CH2:13][CH2:12]1. (3) Given the reactants [CH2:1]([O:9][C:10]1[CH:18]=[CH:17][C:13]([C:14]([OH:16])=O)=[CH:12][C:11]=1[C:19]([F:22])([F:21])[F:20])[CH2:2][CH2:3][CH2:4][CH2:5][CH2:6][CH2:7][CH3:8].C(Cl)(=O)C(Cl)=O.[C:29]([C@:32]1([CH3:46])[CH2:36][O:35][C:34]([CH3:38])([CH3:37])[N:33]1[C:39]([O:41][C:42]([CH3:45])([CH3:44])[CH3:43])=[O:40])(=[O:31])[CH3:30].[Li+].C[Si]([N-][Si](C)(C)C)(C)C, predict the reaction product. The product is: [CH3:37][C:34]1([CH3:38])[N:33]([C:39]([O:41][C:42]([CH3:44])([CH3:43])[CH3:45])=[O:40])[C@:32]([CH3:46])([C:29](=[O:31])[CH2:30][C:14]([C:13]2[CH:17]=[CH:18][C:10]([O:9][CH2:1][CH2:2][CH2:3][CH2:4][CH2:5][CH2:6][CH2:7][CH3:8])=[C:11]([C:19]([F:22])([F:21])[F:20])[CH:12]=2)=[O:16])[CH2:36][O:35]1. (4) Given the reactants [Br:1][C:2]1[CH:7]=[CH:6][CH:5]=[C:4]([F:8])[C:3]=1I.C([O-])([O-])=O.[Na+].[Na+].[CH3:16][C:17]1[CH:18]=[C:19](B(O)O)[CH:20]=[CH:21][CH:22]=1, predict the reaction product. The product is: [Br:1][C:2]1[C:3]([C:21]2[CH:20]=[CH:19][CH:18]=[C:17]([CH3:16])[CH:22]=2)=[C:4]([F:8])[CH:5]=[CH:6][CH:7]=1. (5) Given the reactants O1CCCCC1[O:7][CH:8]1[CH:12]2[O:13][CH2:14][CH:15]([NH2:16])[CH:11]2[O:10][CH2:9]1.[ClH:17], predict the reaction product. The product is: [ClH:17].[NH2:16][CH:15]1[CH:11]2[O:10][CH2:9][CH:8]([OH:7])[CH:12]2[O:13][CH2:14]1. (6) Given the reactants [CH2:1]([O:4][C:5]1[C:9]([C:10]([OH:12])=O)=[CH:8][N:7]([CH2:13][C:14]2[CH:19]=[CH:18][C:17]([O:20][CH3:21])=[CH:16][CH:15]=2)[N:6]=1)[CH:2]=[CH2:3].Cl.[CH3:23][NH:24][O:25][CH3:26].CN(C(ON1N=NC2C=CC=NC1=2)=[N+](C)C)C.F[P-](F)(F)(F)(F)F, predict the reaction product. The product is: [CH3:26][O:25][N:24]([CH3:23])[C:10]([C:9]1[C:5]([O:4][CH2:1][CH:2]=[CH2:3])=[N:6][N:7]([CH2:13][C:14]2[CH:19]=[CH:18][C:17]([O:20][CH3:21])=[CH:16][CH:15]=2)[CH:8]=1)=[O:12]. (7) Given the reactants [Cl:1][C:2]1[C:10]([N+:11]([O-:13])=[O:12])=[CH:9][C:8]([Cl:14])=[CH:7][C:3]=1[C:4]([OH:6])=[O:5].[C:15](=O)([O-])[O-].[Na+].[Na+].CI.O, predict the reaction product. The product is: [Cl:1][C:2]1[C:10]([N+:11]([O-:13])=[O:12])=[CH:9][C:8]([Cl:14])=[CH:7][C:3]=1[C:4]([O:6][CH3:15])=[O:5]. (8) Given the reactants C(OC(=O)[NH:7][C@@H:8]1[C@@H:13]([OH:14])[C@H:12]([CH2:15][C:16]2[CH:21]=[C:20]([O:22][CH2:23][C:24]([F:27])([F:26])[F:25])[C:19]([N+:28]([O-:30])=[O:29])=[C:18]([F:31])[CH:17]=2)[CH2:11][S@@:10](=[O:32])[CH2:9]1)(C)(C)C, predict the reaction product. The product is: [NH2:7][C@@H:8]1[C@@H:13]([OH:14])[C@H:12]([CH2:15][C:16]2[CH:21]=[C:20]([O:22][CH2:23][C:24]([F:27])([F:25])[F:26])[C:19]([N+:28]([O-:30])=[O:29])=[C:18]([F:31])[CH:17]=2)[CH2:11][S@:10](=[O:32])[CH2:9]1. (9) The product is: [N:1]1([CH2:7][C:8]2[CH:9]=[CH:10][C:11]([C:12]([NH:14][C:15]3[CH:16]=[CH:17][C:18]([O:21][C:22](=[O:31])[N:23]([CH3:30])[C:24]4[CH:29]=[CH:28][CH:27]=[CH:26][CH:25]=4)=[N:19][CH:20]=3)=[O:13])=[CH:32][CH:33]=2)[CH2:5][CH2:4][CH2:3][CH2:2]1. Given the reactants [NH:1]1[CH2:5][CH2:4][CH2:3][CH2:2]1.Cl[CH2:7][C:8]1[CH:33]=[CH:32][C:11]([C:12]([NH:14][C:15]2[CH:16]=[CH:17][C:18]([O:21][C:22](=[O:31])[N:23]([CH3:30])[C:24]3[CH:29]=[CH:28][CH:27]=[CH:26][CH:25]=3)=[N:19][CH:20]=2)=[O:13])=[CH:10][CH:9]=1, predict the reaction product.